Dataset: Reaction yield outcomes from USPTO patents with 853,638 reactions. Task: Predict the reaction yield, written as a fraction of the theoretical maximum amount of product (1.0 means a 100% yield; for example, 0.34 means a 34% yield). (1) The reactants are [N:1]([CH2:4][CH2:5][NH:6][C:7](=[O:21])[CH2:8][CH2:9][CH2:10][CH2:11][CH2:12][CH2:13][CH2:14][CH2:15][CH2:16][CH2:17]CCC)=[N+:2]=[N-:3].N([CH2:25][CH2:26]N)=[N+]=[N-].C(N(CC)CC)C. The catalyst is ClCCl. The product is [N:1]([CH2:4][CH2:5][NH:6][C:7]([C:8]1[CH:9]=[CH:10][C:11]([C:12]2[CH:13]=[CH:14][CH:15]=[CH:16][CH:17]=2)=[CH:26][CH:25]=1)=[O:21])=[N+:2]=[N-:3]. The yield is 0.850. (2) The yield is 0.250. No catalyst specified. The reactants are Cl[CH2:2][CH2:3][O:4][C:5]1[C:13]2[C:8](=[N:9][CH:10]=[N:11][C:12]=2[NH:14][C:15]2[CH:20]=[CH:19][C:18]([O:21][CH2:22][C:23]3[CH:28]=[CH:27][CH:26]=[CH:25][N:24]=3)=[C:17]([Cl:29])[CH:16]=2)[NH:7][N:6]=1.[OH:30][CH:31]1[CH2:36][CH2:35][NH:34][CH2:33][CH2:32]1. The product is [Cl:29][C:17]1[CH:16]=[C:15]([NH:14][C:12]2[N:11]=[CH:10][N:9]=[C:8]3[NH:7][N:6]=[C:5]([O:4][CH2:3][CH2:2][N:34]4[CH2:35][CH2:36][CH:31]([OH:30])[CH2:32][CH2:33]4)[C:13]=23)[CH:20]=[CH:19][C:18]=1[O:21][CH2:22][C:23]1[CH:28]=[CH:27][CH:26]=[CH:25][N:24]=1. (3) The reactants are [CH3:1][C:2]1[CH:3]=[CH:4][CH:5]=[CH:6][C:7]=1[NH2:8].CCN(CC)CC.[CH3:16][C:17]([CH3:22])([CH3:21])[C:18](Cl)=[O:19]. The catalyst is C(Cl)Cl. The product is [C:2]1([CH3:1])[CH:3]=[CH:4][CH:5]=[CH:6][C:7]=1[NH:8][C:18](=[O:19])[C:17]([CH3:22])([CH3:21])[CH3:16]. The yield is 0.910. (4) The reactants are O[C:2]1[CH:3]=[N:4][CH:5]=[CH:6][C:7]=1[NH:8][C:9]([C:11]1[S:12][C:13]([N+:16]([O-:18])=[O:17])=[CH:14][CH:15]=1)=[O:10].O=P12OP3(OP(OP(O3)(O1)=O)(=O)O2)=O.CC1C=CC(C)=CC=1. The catalyst is N1C=CC=CC=1. The product is [N+:16]([C:13]1[S:12][C:11]([C:9]2[O:10][C:2]3[CH:3]=[N:4][CH:5]=[CH:6][C:7]=3[N:8]=2)=[CH:15][CH:14]=1)([O-:18])=[O:17]. The yield is 0.170.